Dataset: Reaction yield outcomes from USPTO patents with 853,638 reactions. Task: Predict the reaction yield, written as a fraction of the theoretical maximum amount of product (1.0 means a 100% yield; for example, 0.34 means a 34% yield). (1) The reactants are [CH3:1][O:2][N:3]=[CH:4][C:5]1[CH:10]=[CH:9][C:8]([F:11])=[C:7]([F:12])[CH:6]=1.C([BH3-])#N.[Na+]. No catalyst specified. The product is [F:12][C:7]1[CH:6]=[C:5]([CH:10]=[CH:9][C:8]=1[F:11])[CH2:4][NH:3][O:2][CH3:1]. The yield is 0.820. (2) The product is [CH3:1][O:2][C:3]([C:5]1([C:8]2[CH:9]=[C:10]([I:16])[C:11]([O:15][CH2:20][C:19]([CH3:21])=[CH2:18])=[C:12]([I:14])[CH:13]=2)[CH2:7][CH2:6]1)=[O:4]. The reactants are [CH3:1][O:2][C:3]([C:5]1([C:8]2[CH:13]=[C:12]([I:14])[C:11]([OH:15])=[C:10]([I:16])[CH:9]=2)[CH2:7][CH2:6]1)=[O:4].Cl[CH2:18][C:19]([CH3:21])=[CH2:20].C([O-])([O-])=O.[K+].[K+]. The catalyst is CC(C)=O.[Na+].[I-]. The yield is 0.970. (3) The reactants are [CH3:1][S:2]([NH:5][NH2:6])(=[O:4])=[O:3].CCN(C(C)C)C(C)C.C[O:17][C:18](=O)[C:19]1[CH:24]=[C:23]([C:25]2[N:26]([CH3:30])[N:27]=[CH:28][CH:29]=2)[C:22]([CH:31]([CH3:33])[CH3:32])=[CH:21][C:20]=1[NH:34][C:35](OC1C=CC(Cl)=CC=1)=[O:36]. The catalyst is O1CCOCC1. The product is [CH:31]([C:22]1[CH:21]=[C:20]2[C:19]([C:18](=[O:17])[N:6]([NH:5][S:2]([CH3:1])(=[O:4])=[O:3])[C:35](=[O:36])[NH:34]2)=[CH:24][C:23]=1[C:25]1[N:26]([CH3:30])[N:27]=[CH:28][CH:29]=1)([CH3:33])[CH3:32]. The yield is 0.480. (4) The reactants are [CH2:1]([C:3]1[C:7]([C:8]#[N:9])=[C:6]([C:10]2[O:11][CH:12]=[CH:13][C:14]=2[CH3:15])[N:5]([C:16]2[CH:21]=[CH:20][C:19]([O:22]C)=[CH:18][CH:17]=2)[N:4]=1)[CH3:2].B(Br)(Br)Br. The catalyst is C(Cl)Cl. The product is [CH2:1]([C:3]1[C:7]([C:8]#[N:9])=[C:6]([C:10]2[O:11][CH:12]=[CH:13][C:14]=2[CH3:15])[N:5]([C:16]2[CH:17]=[CH:18][C:19]([OH:22])=[CH:20][CH:21]=2)[N:4]=1)[CH3:2]. The yield is 1.00. (5) The product is [CH:30]1([NH:36][C:37]([N:25]2[CH2:24][CH2:23][CH:22]([CH2:21][CH2:20][NH:19][C:17](=[O:18])[CH2:16][O:15][CH2:14][C:13]3[CH:28]=[CH:29][C:10]([F:9])=[CH:11][CH:12]=3)[CH2:27][CH2:26]2)=[O:38])[CH2:35][CH2:34][CH2:33][CH2:32][CH2:31]1. The catalyst is ClCCl. The reactants are CN1CCOCC1.Cl.[F:9][C:10]1[CH:29]=[CH:28][C:13]([CH2:14][O:15][CH2:16][C:17]([NH:19][CH2:20][CH2:21][CH:22]2[CH2:27][CH2:26][NH:25][CH2:24][CH2:23]2)=[O:18])=[CH:12][CH:11]=1.[CH:30]1([N:36]=[C:37]=[O:38])[CH2:35][CH2:34][CH2:33][CH2:32][CH2:31]1. The yield is 0.560. (6) The reactants are [CH2:1]([N:8]1[C:13]([C:14]2[CH:19]=[CH:18][CH:17]=[CH:16][CH:15]=2)=[CH:12][CH:11]=[C:10]([C:20]([NH:22][C@@H:23]([CH2:31][CH2:32][CH2:33][NH:34][C:35]([NH:37]S(C2C(C)=C3C(=C(C)C=2C)OC(C)(C)CC3)(=O)=O)=[NH:36])[C:24]([O:26]C(C)(C)C)=[O:25])=[O:21])[C:9]1=[O:56])[C:2]1[CH:7]=[CH:6][CH:5]=[CH:4][CH:3]=1.CC(OC)(C)C.[C:63]([OH:69])([C:65]([F:68])([F:67])[F:66])=[O:64]. The catalyst is C([SiH](CC)CC)C.O. The product is [CH2:1]([N:8]1[C:13]([C:14]2[CH:19]=[CH:18][CH:17]=[CH:16][CH:15]=2)=[CH:12][CH:11]=[C:10]([C:20]([NH:22][C@@H:23]([CH2:31][CH2:32][CH2:33][NH:34][C:35]([NH2:37])=[NH:36])[C:24]([OH:26])=[O:25])=[O:21])[C:9]1=[O:56])[C:2]1[CH:3]=[CH:4][CH:5]=[CH:6][CH:7]=1.[C:63]([OH:69])([C:65]([F:68])([F:67])[F:66])=[O:64]. The yield is 0.590.